From a dataset of Reaction yield outcomes from USPTO patents with 853,638 reactions. Predict the reaction yield, written as a fraction of the theoretical maximum amount of product (1.0 means a 100% yield; for example, 0.34 means a 34% yield). (1) The product is [CH3:24][C:21]1([CH3:25])[CH2:22][O:23][B:18]([C:6]2[C:2]([CH3:17])([CH3:1])[O:3][C:4]([CH3:16])([CH3:15])[CH:5]=2)[O:19][CH2:20]1. The catalyst is O1CCOCC1.C1C=CC(P(C2C=CC=CC=2)[C-]2C=CC=C2)=CC=1.C1C=CC(P(C2C=CC=CC=2)[C-]2C=CC=C2)=CC=1.Cl[Pd]Cl.[Fe+2]. The reactants are [CH3:1][C:2]1([CH3:17])[C:6](OS(C(F)(F)F)(=O)=O)=[CH:5][C:4]([CH3:16])([CH3:15])[O:3]1.[B:18]1([B:18]2[O:23][CH2:22][C:21]([CH3:25])([CH3:24])[CH2:20][O:19]2)[O:23][CH2:22][C:21]([CH3:25])([CH3:24])[CH2:20][O:19]1.C([O-])(=O)C.[K+]. The yield is 0.840. (2) The reactants are [N+:1]([C:4]1[CH:5]=[CH:6][C:7]2[NH:8][C:9]3[C:14]([C:15]=2[CH:16]=1)=[CH:13][CH:12]=[CH:11][CH:10]=3)([O-:3])=[O:2].C1C=CC(P(C2C=CC=CC=2)C2C=CC=CC=2)=CC=1.[CH3:36][CH2:37][O:38][C:39](/N=N/[C:39]([O:38][CH2:37][CH3:36])=O)=O. The catalyst is C1COCC1. The product is [N+:1]([C:4]1[CH:5]=[CH:6][C:7]2[N:8]([CH2:36][CH:37]3[CH2:39][O:38]3)[C:9]3[C:14]([C:15]=2[CH:16]=1)=[CH:13][CH:12]=[CH:11][CH:10]=3)([O-:3])=[O:2]. The yield is 0.950. (3) The reactants are [SH:1][C:2]1[S:3][C:4]2[CH2:10][O:9][C:8]3[C:11]([O:15][CH2:16][C:17]([O:19]CC)=[O:18])=[CH:12][CH:13]=[CH:14][C:7]=3[C:5]=2[N:6]=1.[C:22]1([CH:28]([C:31]2[CH:36]=[CH:35][CH:34]=[CH:33][CH:32]=2)[CH2:29]I)[CH:27]=[CH:26][CH:25]=[CH:24][CH:23]=1. No catalyst specified. The product is [C:22]1([CH:28]([C:31]2[CH:32]=[CH:33][CH:34]=[CH:35][CH:36]=2)[CH2:29][S:1][C:2]2[S:3][C:4]3[CH2:10][O:9][C:8]4[C:11]([O:15][CH2:16][C:17]([OH:19])=[O:18])=[CH:12][CH:13]=[CH:14][C:7]=4[C:5]=3[N:6]=2)[CH:27]=[CH:26][CH:25]=[CH:24][CH:23]=1. The yield is 0.410. (4) The reactants are [Br:1][C:2]1[CH:3]=[C:4]([C:14]([O:16]C)=[O:15])[C:5]2[CH:6]=[CH:7][N:8]([CH:11]([CH3:13])[CH3:12])[C:9]=2[CH:10]=1.[OH-].[Na+].Cl. The catalyst is CO.O1CCCC1.O. The product is [Br:1][C:2]1[CH:3]=[C:4]([C:14]([OH:16])=[O:15])[C:5]2[CH:6]=[CH:7][N:8]([CH:11]([CH3:13])[CH3:12])[C:9]=2[CH:10]=1. The yield is 0.990. (5) The reactants are [Br:1][C:2]1[CH:3]=[C:4]([N:8]2[C:16]3[C:11](=[CH:12][C:13]([C:17]4[CH:18]=[N:19][N:20]([CH3:22])[CH:21]=4)=[CH:14][CH:15]=3)[C:10]([C:23]([O:25]C)=[O:24])=[N:9]2)[CH:5]=[CH:6][CH:7]=1.O.[OH-].[Li+]. No catalyst specified. The product is [Br:1][C:2]1[CH:3]=[C:4]([N:8]2[C:16]3[C:11](=[CH:12][C:13]([C:17]4[CH:18]=[N:19][N:20]([CH3:22])[CH:21]=4)=[CH:14][CH:15]=3)[C:10]([C:23]([OH:25])=[O:24])=[N:9]2)[CH:5]=[CH:6][CH:7]=1. The yield is 0.950.